From a dataset of Forward reaction prediction with 1.9M reactions from USPTO patents (1976-2016). Predict the product of the given reaction. (1) Given the reactants [Cl:1][C:2]1[CH:8]=[CH:7][C:5]([NH2:6])=[CH:4][CH:3]=1.[CH2:9]([C:11](=O)[C:12]([O-:14])=[O:13])[CH3:10].[CH3:16][O:17][C:18]1[CH:25]=[CH:24][CH:23]=[CH:22][C:19]=1C=C.F[C:27](F)(F)[C:28](O)=O, predict the reaction product. The product is: [CH2:27]([O:14][C:12]([CH:11]1[CH2:9][CH:10]([C:19]2[CH:22]=[CH:23][CH:24]=[CH:25][C:18]=2[O:17][CH3:16])[C:7]2[C:5](=[CH:4][CH:3]=[C:2]([Cl:1])[CH:8]=2)[NH:6]1)=[O:13])[CH3:28]. (2) Given the reactants [F:1][C:2]1[CH:7]=[C:6]([F:8])[CH:5]=[CH:4][C:3]=1[C:9]1[C:17]2[C:12](=[CH:13][C:14]([O:18][CH2:19][CH2:20][N:21]3[CH2:26][CH2:25][O:24][CH2:23][CH2:22]3)=[CH:15][CH:16]=2)[C:11](=[O:27])[C:10]=1C1C=CC(C)=CC=1.O1CCN(CCOC2C=C3C(C(C4C=CC=CC=4)=C(Br)C3=O)=CC=2)CC1.[CH3:61][O:62][C:63]1[N:68]=[CH:67][C:66](B(O)O)=[CH:65][CH:64]=1, predict the reaction product. The product is: [F:1][C:2]1[CH:7]=[C:6]([F:8])[CH:5]=[CH:4][C:3]=1[C:9]1[C:17]2[C:12](=[CH:13][C:14]([O:18][CH2:19][CH2:20][N:21]3[CH2:26][CH2:25][O:24][CH2:23][CH2:22]3)=[CH:15][CH:16]=2)[C:11](=[O:27])[C:10]=1[C:66]1[CH:67]=[N:68][C:63]([O:62][CH3:61])=[CH:64][CH:65]=1. (3) Given the reactants [CH2:1]([O:8][C:9]1[CH:28]=[CH:27][C:12]([C:13]([C@H:15]2[CH2:19][CH2:18][CH2:17][N:16]2[C:20]([O:22][C:23]([CH3:26])([CH3:25])[CH3:24])=[O:21])=O)=[CH:11][CH:10]=1)[C:2]1[CH:7]=[CH:6][CH:5]=[CH:4][CH:3]=1.C([O-])(=O)C.[NH4+].[B-]C#[N:36].[Na+], predict the reaction product. The product is: [NH2:36][CH:13]([C:12]1[CH:27]=[CH:28][C:9]([O:8][CH2:1][C:2]2[CH:7]=[CH:6][CH:5]=[CH:4][CH:3]=2)=[CH:10][CH:11]=1)[C@H:15]1[CH2:19][CH2:18][CH2:17][N:16]1[C:20]([O:22][C:23]([CH3:26])([CH3:25])[CH3:24])=[O:21]. (4) Given the reactants [C:1]([O:5][C:6]([NH:8][CH2:9][C:10]1[C:11]([CH2:27][CH:28]([CH3:30])[CH3:29])=[N:12][C:13]([CH3:26])=[C:14]([C:18]=1[C:19]1[CH:24]=[CH:23][C:22]([CH3:25])=[CH:21][CH:20]=1)[C:15]([OH:17])=[O:16])=[O:7])([CH3:4])([CH3:3])[CH3:2].Br.Br[CH2:33][C:34]1[CH:39]=[CH:38][CH:37]=[CH:36][N:35]=1.C(=O)([O-])[O-].[K+].[K+], predict the reaction product. The product is: [C:1]([O:5][C:6]([NH:8][CH2:9][C:10]1[C:11]([CH2:27][CH:28]([CH3:30])[CH3:29])=[N:12][C:13]([CH3:26])=[C:14]([C:18]=1[C:19]1[CH:24]=[CH:23][C:22]([CH3:25])=[CH:21][CH:20]=1)[C:15]([O:17][CH2:33][C:34]1[CH:39]=[CH:38][CH:37]=[CH:36][N:35]=1)=[O:16])=[O:7])([CH3:4])([CH3:3])[CH3:2]. (5) Given the reactants [Br:1][C:2]1[C:3](F)=[C:4]2[C:10]([NH:11][C:12]([C:14]3[CH:19]=[N:18][C:17]([CH3:20])=[CH:16][N:15]=3)=[O:13])=[CH:9][NH:8][C:5]2=[N:6][CH:7]=1.[NH:22]1[CH2:27][CH2:26][CH2:25][C@@H:24]([NH:28][C:29](=[O:35])[O:30][C:31]([CH3:34])([CH3:33])[CH3:32])[CH2:23]1, predict the reaction product. The product is: [Br:1][C:2]1[C:3]([N:22]2[CH2:27][CH2:26][CH2:25][C@@H:24]([NH:28][C:29](=[O:35])[O:30][C:31]([CH3:33])([CH3:32])[CH3:34])[CH2:23]2)=[C:4]2[C:10]([NH:11][C:12]([C:14]3[CH:19]=[N:18][C:17]([CH3:20])=[CH:16][N:15]=3)=[O:13])=[CH:9][NH:8][C:5]2=[N:6][CH:7]=1. (6) The product is: [Br:1][C:2]1[CH:3]=[CH:4][C:5]([CH2:8][N:9]([O:10][CH3:11])[S:22]([CH3:25])(=[O:24])=[O:23])=[N:6][CH:7]=1. Given the reactants [Br:1][C:2]1[CH:3]=[CH:4][C:5]([CH2:8][NH:9][O:10][CH3:11])=[N:6][CH:7]=1.C[Si]([N-][Si](C)(C)C)(C)C.[Na+].[S:22](Cl)([CH3:25])(=[O:24])=[O:23], predict the reaction product. (7) Given the reactants Cl.[F:2][C:3]1[CH:4]=[CH:5][C:6]2[N:7]([C:9]([C:12](=[NH:14])[NH2:13])=[CH:10][N:11]=2)[CH:8]=1.C([O:17][CH:18]=[C:19]([C:25](OCC)=O)[C:20]([O:22][CH2:23][CH3:24])=[O:21])C.[O-]CC.[Na+].C(O)C, predict the reaction product. The product is: [F:2][C:3]1[CH:4]=[CH:5][C:6]2[N:7]([C:9]([C:12]3[NH:13][C:18](=[O:17])[C:19]([C:20]([O:22][CH2:23][CH3:24])=[O:21])=[CH:25][N:14]=3)=[CH:10][N:11]=2)[CH:8]=1.